Dataset: HIV replication inhibition screening data with 41,000+ compounds from the AIDS Antiviral Screen. Task: Binary Classification. Given a drug SMILES string, predict its activity (active/inactive) in a high-throughput screening assay against a specified biological target. (1) The result is 0 (inactive). The molecule is CCOC(=O)C1=CCC2c3[nH]c4ccccc4c3CCN2C1=O. (2) The molecule is CC1=C(C(=O)OC2CC3CCC2(C)C3(C)C)C2Nc3ccccc3N(C)C2O1. The result is 0 (inactive). (3) The result is 0 (inactive). The molecule is CCOC(=O)c1nnc2sc(-c3ccccc3)nn12.